Predict which catalyst facilitates the given reaction. From a dataset of Catalyst prediction with 721,799 reactions and 888 catalyst types from USPTO. (1) Reactant: [CH3:1][C:2]1[CH:16]=[CH:15][C:5]([C:6]([C:8]2[CH:13]=[CH:12][C:11]([F:14])=[CH:10][CH:9]=2)=[O:7])=[CH:4][CH:3]=1.[Br:17]N1C(=O)CCC1=O.C(OOC(=O)C1C=CC=CC=1)(=O)C1C=CC=CC=1. Product: [Br:17][CH2:1][C:2]1[CH:3]=[CH:4][C:5]([C:6]([C:8]2[CH:13]=[CH:12][C:11]([F:14])=[CH:10][CH:9]=2)=[O:7])=[CH:15][CH:16]=1. The catalyst class is: 53. (2) Reactant: [Cl:1][C:2]1[CH:24]=[CH:23][C:5]([CH2:6][NH:7][C:8]([C:10]2[C:11](=[O:22])[C:12]3[S:19][C:18]([CH2:20]Cl)=[CH:17][C:13]=3[N:14]([CH3:16])[CH:15]=2)=[O:9])=[CH:4][CH:3]=1.[CH3:25][NH:26][CH2:27][CH:28]([C:30]1[N:35]=[CH:34][CH:33]=[CH:32][N:31]=1)[OH:29].C(N(C(C)C)CC)(C)C. Product: [Cl:1][C:2]1[CH:24]=[CH:23][C:5]([CH2:6][NH:7][C:8]([C:10]2[C:11](=[O:22])[C:12]3[S:19][C:18]([CH2:20][N:26]([CH2:27][CH:28]([OH:29])[C:30]4[N:31]=[CH:32][CH:33]=[CH:34][N:35]=4)[CH3:25])=[CH:17][C:13]=3[N:14]([CH3:16])[CH:15]=2)=[O:9])=[CH:4][CH:3]=1. The catalyst class is: 18.